Dataset: CYP2C9 inhibition data for predicting drug metabolism from PubChem BioAssay. Task: Regression/Classification. Given a drug SMILES string, predict its absorption, distribution, metabolism, or excretion properties. Task type varies by dataset: regression for continuous measurements (e.g., permeability, clearance, half-life) or binary classification for categorical outcomes (e.g., BBB penetration, CYP inhibition). Dataset: cyp2c9_veith. The molecule is N#C/C(=C\c1ccc(O)c(O)c1)C(N)=O. The result is 0 (non-inhibitor).